From a dataset of Reaction yield outcomes from USPTO patents with 853,638 reactions. Predict the reaction yield, written as a fraction of the theoretical maximum amount of product (1.0 means a 100% yield; for example, 0.34 means a 34% yield). (1) The reactants are Cl[C:2]1[S:3][C:4]([C:15]#[C:16][C:17]2[CH:22]=[CH:21][C:20]([F:23])=[CH:19][CH:18]=2)=[C:5]([NH:7][C:8](=[O:14])[O:9][C:10]([CH3:13])([CH3:12])[CH3:11])[N:6]=1.[NH2:24][C:25]1[N:30]=[CH:29][C:28](B([O-])OC(C(C)(C)C)C)=[CH:27][N:26]=1.C(=O)([O-])[O-].[K+].[K+].C(Cl)Cl. The catalyst is CN(C=O)C.O.COCCOC.C1C=CC(P(C2C=CC=CC=2)[C-]2C=CC=C2)=CC=1.C1C=CC(P(C2C=CC=CC=2)[C-]2C=CC=C2)=CC=1.Cl[Pd]Cl.[Fe+2]. The product is [NH2:24][C:25]1[N:30]=[CH:29][C:28]([C:2]2[S:3][C:4]([C:15]#[C:16][C:17]3[CH:22]=[CH:21][C:20]([F:23])=[CH:19][CH:18]=3)=[C:5]([NH:7][C:8](=[O:14])[O:9][C:10]([CH3:13])([CH3:12])[CH3:11])[N:6]=2)=[CH:27][N:26]=1. The yield is 0.250. (2) The reactants are [C:1]1([N:7]([CH2:30][CH2:31][CH2:32][C:33]([O:35][C:36](C)(C)C)=[O:34])[C:8]([C:10]2[CH:29]=[CH:28][C:13]3[N:14]([CH3:27])[C:15]([CH2:17][CH2:18][C:19]4[CH:24]=[CH:23][C:22]([C:25]#[N:26])=[CH:21][CH:20]=4)=[N:16][C:12]=3[CH:11]=2)=[O:9])[CH:6]=[CH:5][CH:4]=[CH:3][CH:2]=1.[ClH:40].CO.C(=O)([O-])[O-].[NH4+:47].[NH4+]. The catalyst is ClCCl.C(O)C. The product is [ClH:40].[ClH:40].[C:1]1([N:7]([CH2:30][CH2:31][CH2:32][C:33]([O:35][CH3:36])=[O:34])[C:8]([C:10]2[CH:29]=[CH:28][C:13]3[N:14]([CH3:27])[C:15]([CH2:17][CH2:18][C:19]4[CH:20]=[CH:21][C:22]([C:25](=[NH:26])[NH2:47])=[CH:23][CH:24]=4)=[N:16][C:12]=3[CH:11]=2)=[O:9])[CH:6]=[CH:5][CH:4]=[CH:3][CH:2]=1. The yield is 0.835. (3) The reactants are [CH3:1][O:2][C:3]1[CH:8]=[CH:7][CH:6]=[CH:5][C:4]=1[N:9]1[CH:13]=[C:12]([CH:14]=[O:15])[C:11]([CH3:16])=[N:10]1.[CH:17]1([Mg]Br)[CH2:22][CH2:21][CH2:20][CH2:19][CH2:18]1. The catalyst is O1CCCC1. The product is [CH:17]1([CH:14]([C:12]2[C:11]([CH3:16])=[N:10][N:9]([C:4]3[CH:5]=[CH:6][CH:7]=[CH:8][C:3]=3[O:2][CH3:1])[CH:13]=2)[OH:15])[CH2:22][CH2:21][CH2:20][CH2:19][CH2:18]1. The yield is 0.530. (4) The reactants are Br[C:2]1[C:11]2[C:6](=[CH:7][CH:8]=[CH:9][CH:10]=2)[C:5](=[O:12])[N:4]([CH3:13])[CH:3]=1.[B:14]1([B:14]2[O:18][C:17]([CH3:20])([CH3:19])[C:16]([CH3:22])([CH3:21])[O:15]2)[O:18][C:17]([CH3:20])([CH3:19])[C:16]([CH3:22])([CH3:21])[O:15]1.C([O-])(=O)C.[K+]. The catalyst is O1CCOCC1.C(OCC)(=O)C.C1C=CC(P(C2C=CC=CC=2)[C-]2C=CC=C2)=CC=1.C1C=CC(P(C2C=CC=CC=2)[C-]2C=CC=C2)=CC=1.Cl[Pd]Cl.[Fe+2]. The product is [CH3:13][N:4]1[CH:3]=[C:2]([B:14]2[O:18][C:17]([CH3:20])([CH3:19])[C:16]([CH3:22])([CH3:21])[O:15]2)[C:11]2[C:6](=[CH:7][CH:8]=[CH:9][CH:10]=2)[C:5]1=[O:12]. The yield is 0.370. (5) The reactants are Cl[C:2]1[N:7]=[CH:6][C:5]2[N:8]=[C:9]([NH:11][CH:12]([CH3:14])[CH3:13])[S:10][C:4]=2[CH:3]=1.[C:15]1(P(C2C=CC=CC=2)CCCP(C2C=CC=CC=2)C2C=CC=CC=2)C=CC=CC=1.[C:44]([O-:47])([O-])=[O:45].[K+].[K+]. The catalyst is CO.CN(C=O)C.CC([O-])=O.CC([O-])=O.[Pd+2]. The product is [CH:12]([NH:11][C:9]1[S:10][C:4]2[CH:3]=[C:2]([C:44]([O:47][CH3:15])=[O:45])[N:7]=[CH:6][C:5]=2[N:8]=1)([CH3:14])[CH3:13]. The yield is 0.310. (6) The reactants are [CH3:1][N:2]1[C:10]2[C:5](=[CH:6][CH:7]=[CH:8][C:9]=2[C:11]([O:13]C)=[O:12])[CH:4]=[N:3]1.[OH-].[Na+]. The catalyst is O1CCOCC1. The product is [CH3:1][N:2]1[C:10]2[C:5](=[CH:6][CH:7]=[CH:8][C:9]=2[C:11]([OH:13])=[O:12])[CH:4]=[N:3]1. The yield is 0.970. (7) The reactants are FC(F)(F)C(O)=O.[CH3:8][O:9][C:10]1[C:11]2[N:18]=[C:17]([NH:19][C:20]([N:22]3CC[CH:24]([NH2:27])[CH2:23]3)=[O:21])[S:16][C:12]=2[N:13]=[CH:14][N:15]=1.[F:28][C:29]1[CH:36]=[CH:35][C:32]([CH:33]=O)=[CH:31][C:30]=1[C:37]([F:40])([F:39])[F:38].C(O[BH-](OC(=O)C)OC(=O)C)(=O)C.[Na+].C(N(CC)CC)C. The catalyst is CO. The product is [F:28][C:29]1[CH:36]=[CH:35][C:32]([CH2:33][NH:27][CH2:24][CH2:23][NH:22][C:20]([NH:19][C:17]2[S:16][C:12]3[N:13]=[CH:14][N:15]=[C:10]([O:9][CH3:8])[C:11]=3[N:18]=2)=[O:21])=[CH:31][C:30]=1[C:37]([F:38])([F:39])[F:40]. The yield is 0.180. (8) The reactants are [NH2:1][C:2]1[N:10]=[C:9]2[C:5]([N:6]=[CH:7][N:8]2[C@H:11]2[C@H:16]3[C@H:17]([O:18]CC4C=CC=CC=4)[C@:13]([CH2:26][OH:27])([CH2:14][O:15]3)[O:12]2)=[C:4]([N:28]=[N+]=[N-])[N:3]=1. The catalyst is CO. The product is [NH2:1][C:2]1[N:10]=[C:9]2[C:5]([N:6]=[CH:7][N:8]2[C@H:11]2[C@H:16]3[C@H:17]([OH:18])[C@:13]([CH2:26][OH:27])([CH2:14][O:15]3)[O:12]2)=[C:4]([NH2:28])[N:3]=1. The yield is 0.940.